This data is from Peptide-MHC class II binding affinity with 134,281 pairs from IEDB. The task is: Regression. Given a peptide amino acid sequence and an MHC pseudo amino acid sequence, predict their binding affinity value. This is MHC class II binding data. (1) The peptide sequence is QVHFQPLPPAVVKLS. The MHC is DRB1_1302 with pseudo-sequence DRB1_1302. The binding affinity (normalized) is 0.177. (2) The peptide sequence is NKFVSPKSVSGTFVA. The MHC is DRB1_0701 with pseudo-sequence DRB1_0701. The binding affinity (normalized) is 0.767. (3) The peptide sequence is RVVHLYRNGKDQDGD. The MHC is DRB3_0202 with pseudo-sequence DRB3_0202. The binding affinity (normalized) is 0.0422. (4) The peptide sequence is SRFFVMGEETPLLTK. The MHC is DRB1_0404 with pseudo-sequence DRB1_0404. The binding affinity (normalized) is 0.460. (5) The peptide sequence is ELLDQSDVKEPGVSR. The MHC is DRB1_0301 with pseudo-sequence DRB1_0301. The binding affinity (normalized) is 0.213. (6) The peptide sequence is INAGFKAALAAAAGVPPADKY. The MHC is HLA-DQA10501-DQB10301 with pseudo-sequence HLA-DQA10501-DQB10301. The binding affinity (normalized) is 0.799. (7) The peptide sequence is DTFRKLFRVYDNFLR. The MHC is DRB1_0101 with pseudo-sequence DRB1_0101. The binding affinity (normalized) is 0.543. (8) The binding affinity (normalized) is 0.915. The peptide sequence is ETLLRAVESYLLAHS. The MHC is DRB1_0101 with pseudo-sequence DRB1_0101. (9) The peptide sequence is NPRDAKACVVHGSDLK. The MHC is HLA-DPA10201-DPB11401 with pseudo-sequence HLA-DPA10201-DPB11401. The binding affinity (normalized) is 0.339. (10) The MHC is DRB1_0901 with pseudo-sequence DRB1_0901. The peptide sequence is QKEDAALTIYEMLQN. The binding affinity (normalized) is 0.196.